This data is from Full USPTO retrosynthesis dataset with 1.9M reactions from patents (1976-2016). The task is: Predict the reactants needed to synthesize the given product. (1) Given the product [C:27](=[O:34])([S:31][CH2:32][CH3:33])[O:28][CH2:29][O:15][C:14](=[O:16])[C:13]1[CH:12]=[C:11]([S:17]([NH2:20])(=[O:19])=[O:18])[C:10]([Cl:21])=[CH:9][C:8]=1[NH:7][CH2:6][C:3]1[O:4][CH:5]=[CH:1][CH:2]=1, predict the reactants needed to synthesize it. The reactants are: [CH:1]1[CH:2]=[C:3]([CH2:6][NH:7][C:8]2[C:13]([C:14]([OH:16])=[O:15])=[CH:12][C:11]([S:17]([NH2:20])(=[O:19])=[O:18])=[C:10]([Cl:21])[CH:9]=2)[O:4][CH:5]=1.C(=O)(O)[O-].[Na+].[C:27](=[O:34])([S:31][CH2:32][CH3:33])[O:28][CH2:29]I. (2) Given the product [N:34]1([C:31](=[O:33])[CH2:30][C:3]2[C:2]([F:1])=[CH:7][C:6]([O:8][CH2:9][CH2:10][C@@H:11]3[CH2:13][C@@H:12]3[CH:14]3[CH2:19][CH2:18][N:17]([C:20]4[N:25]=[CH:24][C:23]([CH2:26][O:27][CH3:28])=[CH:22][N:21]=4)[CH2:16][CH2:15]3)=[CH:5][C:4]=2[F:29])[CH2:37][CH2:36][CH2:35]1, predict the reactants needed to synthesize it. The reactants are: [F:1][C:2]1[CH:7]=[C:6]([O:8][CH2:9][CH2:10][C@@H:11]2[CH2:13][C@@H:12]2[CH:14]2[CH2:19][CH2:18][N:17]([C:20]3[N:25]=[CH:24][C:23]([CH2:26][O:27][CH3:28])=[CH:22][N:21]=3)[CH2:16][CH2:15]2)[CH:5]=[C:4]([F:29])[C:3]=1[CH2:30][C:31]([OH:33])=O.[NH:34]1[CH2:37][CH2:36][CH2:35]1.C(N(CC)C(C)C)(C)C.CN(C(ON1N=NC2C=CC=NC1=2)=[N+](C)C)C.F[P-](F)(F)(F)(F)F. (3) Given the product [CH3:21][C:22]1[CH:27]=[C:26]([CH2:28][NH:29][C:2]2[N:10]=[C:9]([F:11])[N:8]=[C:7]3[C:3]=2[N:4]=[CH:5][NH:6]3)[CH:25]=[C:24]([CH3:30])[N:23]=1, predict the reactants needed to synthesize it. The reactants are: Cl[C:2]1[N:10]=[C:9]([F:11])[N:8]=[C:7]2[C:3]=1[NH:4][CH:5]=[N:6]2.CCN(C(C)C)C(C)C.[CH3:21][C:22]1[CH:27]=[C:26]([CH2:28][NH2:29])[CH:25]=[C:24]([CH3:30])[N:23]=1. (4) Given the product [CH3:18][C:16]([CH3:19])([OH:17])[CH2:15][N:14]1[C:10]2[C:9]3[C:8](=[CH:7][CH:6]=[CH:5][CH:4]=3)[N:20]3[N:21]=[N:22][N:3]=[C:2]3[C:11]=2[N:12]=[CH:13]1, predict the reactants needed to synthesize it. The reactants are: Cl[C:2]1[C:11]2[N:12]=[CH:13][N:14]([CH2:15][C:16]([CH3:19])([CH3:18])[OH:17])[C:10]=2[C:9]2[CH:8]=[CH:7][CH:6]=[CH:5][C:4]=2[N:3]=1.[NH2:20][NH2:21].[N:22]([O-])=O.[Na+]. (5) Given the product [CH2:19]([O:18][C:11]1[CH:12]=[C:13]2[C:8](=[CH:9][C:10]=1[O:23][CH3:24])[CH:7]([CH2:25][C:26]1[CH:31]=[CH:30][CH:29]=[C:28]([O:32][CH3:33])[CH:27]=1)[NH:6][CH:15]=[C:14]2[CH:16]=[O:17])[CH2:20][CH2:21][CH3:22], predict the reactants needed to synthesize it. The reactants are: C(OC([N:6]1[CH:15]=[C:14]([CH:16]=[O:17])[C:13]2[C:8](=[CH:9][C:10]([O:23][CH3:24])=[C:11]([O:18][CH2:19][CH2:20][CH2:21][CH3:22])[CH:12]=2)[CH:7]1[CH2:25][C:26]1[CH:31]=[CH:30][CH:29]=[C:28]([O:32][CH3:33])[CH:27]=1)=O)C.[OH-].[K+]. (6) Given the product [CH3:10][C:3]1[C:2]([B:19]2[O:20][C:21]([CH3:23])([CH3:22])[C:17]([CH3:33])([CH3:16])[O:18]2)=[C:7]([CH3:8])[N:6]=[C:5]([NH2:9])[CH:4]=1, predict the reactants needed to synthesize it. The reactants are: Br[C:2]1[C:3]([CH3:10])=[CH:4][C:5]([NH2:9])=[N:6][C:7]=1[CH3:8].C([O-])(=O)C.[K+].[CH3:16][C:17]1([CH3:33])[C:21]([CH3:23])([CH3:22])[O:20][B:19]([B:19]2[O:20][C:21]([CH3:23])([CH3:22])[C:17]([CH3:33])([CH3:16])[O:18]2)[O:18]1.O1CCOCC1. (7) Given the product [ClH:23].[CH3:14][NH:13][C:11]1[N:10]=[C:9]([NH:15][CH2:16][CH2:17][CH3:18])[C:7]2[N:8]=[C:3]([NH:2][CH3:1])[N:4]=[C:5]([NH:19][CH2:20][C:21]#[CH:22])[C:6]=2[N:12]=1, predict the reactants needed to synthesize it. The reactants are: [CH3:1][NH:2][C:3]1[N:4]=[C:5]([NH:19][CH2:20][CH2:21][CH3:22])[C:6]2[N:12]=[C:11]([NH:13][CH3:14])[N:10]=[C:9]([NH:15][CH2:16][C:17]#[CH:18])[C:7]=2[N:8]=1.[ClH:23].C(OCC)C.Cl.CNC1N=C(NCCC)C2N=C(NC)N=C(NCCC)C=2N=1. (8) Given the product [CH3:29][N:30]([CH3:34])[C:31](=[O:32])[NH:33][C:2]1[CH:7]=[C:6]([CH2:8][NH:9][C:10]2[CH:28]=[CH:27][CH:26]=[CH:25][C:11]=2[C:12]([NH:14][C:15]2[CH:16]=[CH:17][C:18]3[C:22]([CH:23]=2)=[N:21][N:20]([CH3:24])[CH:19]=3)=[O:13])[CH:5]=[CH:4][N:3]=1, predict the reactants needed to synthesize it. The reactants are: Br[C:2]1[CH:7]=[C:6]([CH2:8][NH:9][C:10]2[CH:28]=[CH:27][CH:26]=[CH:25][C:11]=2[C:12]([NH:14][C:15]2[CH:16]=[CH:17][C:18]3[C:22]([CH:23]=2)=[N:21][N:20]([CH3:24])[CH:19]=3)=[O:13])[CH:5]=[CH:4][N:3]=1.[CH3:29][N:30]([CH3:34])[C:31]([NH2:33])=[O:32].CN(C=O)C.C(=O)([O-])[O-].[Cs+].[Cs+]. (9) Given the product [CH3:7][CH2:2][CH2:3][CH2:4][CH2:5][CH3:8].[C:19]([O:21][CH2:22][CH3:23])(=[O:20])[CH3:18].[CH3:15][O:14][C:10]1[CH:9]=[C:8]([C:5]2[N:6]=[CH:7][C:2]([NH:16][C:17]3[CH:27]=[CH:26][CH:25]=[CH:24][C:18]=3[C:19]([OH:21])=[O:20])=[CH:3][CH:4]=2)[CH:13]=[CH:12][CH:11]=1, predict the reactants needed to synthesize it. The reactants are: Br[C:2]1[CH:3]=[CH:4][C:5]([C:8]2[CH:13]=[CH:12][CH:11]=[C:10]([O:14][CH3:15])[CH:9]=2)=[N:6][CH:7]=1.[NH2:16][C:17]1[CH:27]=[CH:26][CH:25]=[CH:24][C:18]=1[C:19]([O:21][CH2:22][CH3:23])=[O:20].C1C=CC(P(C2C(C3C(P(C4C=CC=CC=4)C4C=CC=CC=4)=CC=C4C=3C=CC=C4)=C3C(C=CC=C3)=CC=2)C2C=CC=CC=2)=CC=1.CC([O-])(C)C.[Na+].